From a dataset of NCI-60 drug combinations with 297,098 pairs across 59 cell lines. Regression. Given two drug SMILES strings and cell line genomic features, predict the synergy score measuring deviation from expected non-interaction effect. (1) Drug 1: CCN(CC)CCNC(=O)C1=C(NC(=C1C)C=C2C3=C(C=CC(=C3)F)NC2=O)C. Drug 2: CN(CCCl)CCCl.Cl. Cell line: MDA-MB-435. Synergy scores: CSS=4.15, Synergy_ZIP=-2.25, Synergy_Bliss=-2.66, Synergy_Loewe=-4.55, Synergy_HSA=-3.72. (2) Drug 1: CC1=CC2C(CCC3(C2CCC3(C(=O)C)OC(=O)C)C)C4(C1=CC(=O)CC4)C. Drug 2: CC1C(C(CC(O1)OC2CC(CC3=C2C(=C4C(=C3O)C(=O)C5=C(C4=O)C(=CC=C5)OC)O)(C(=O)CO)O)N)O.Cl. Cell line: NCI-H460. Synergy scores: CSS=56.2, Synergy_ZIP=7.05, Synergy_Bliss=6.46, Synergy_Loewe=-8.47, Synergy_HSA=7.75. (3) Drug 1: C(=O)(N)NO. Drug 2: C1C(C(OC1N2C=NC3=C2NC=NCC3O)CO)O. Cell line: TK-10. Synergy scores: CSS=2.37, Synergy_ZIP=1.68, Synergy_Bliss=4.91, Synergy_Loewe=3.80, Synergy_HSA=3.46. (4) Drug 1: C1CCN(CC1)CCOC2=CC=C(C=C2)C(=O)C3=C(SC4=C3C=CC(=C4)O)C5=CC=C(C=C5)O. Drug 2: C1=CC=C(C(=C1)C(C2=CC=C(C=C2)Cl)C(Cl)Cl)Cl. Cell line: MCF7. Synergy scores: CSS=16.3, Synergy_ZIP=-3.78, Synergy_Bliss=-1.88, Synergy_Loewe=-2.51, Synergy_HSA=1.68. (5) Drug 1: C1=NC(=NC(=O)N1C2C(C(C(O2)CO)O)O)N. Drug 2: C(=O)(N)NO. Cell line: CAKI-1. Synergy scores: CSS=21.4, Synergy_ZIP=-2.47, Synergy_Bliss=1.53, Synergy_Loewe=-13.7, Synergy_HSA=-0.404. (6) Drug 1: C1=CC(=CC=C1CC(C(=O)O)N)N(CCCl)CCCl.Cl. Drug 2: N.N.Cl[Pt+2]Cl. Cell line: CCRF-CEM. Synergy scores: CSS=27.5, Synergy_ZIP=-1.23, Synergy_Bliss=-1.74, Synergy_Loewe=-2.50, Synergy_HSA=-2.40. (7) Drug 1: C1C(C(OC1N2C=NC3=C(N=C(N=C32)Cl)N)CO)O. Drug 2: CCN(CC)CCNC(=O)C1=C(NC(=C1C)C=C2C3=C(C=CC(=C3)F)NC2=O)C. Cell line: A498. Synergy scores: CSS=-0.633, Synergy_ZIP=-4.36, Synergy_Bliss=-5.93, Synergy_Loewe=-10.7, Synergy_HSA=-7.69. (8) Drug 1: C1CN1C2=NC(=NC(=N2)N3CC3)N4CC4. Drug 2: CC12CCC3C(C1CCC2OP(=O)(O)O)CCC4=C3C=CC(=C4)OC(=O)N(CCCl)CCCl.[Na+]. Cell line: RXF 393. Synergy scores: CSS=0.263, Synergy_ZIP=-6.92, Synergy_Bliss=-9.25, Synergy_Loewe=-12.0, Synergy_HSA=-10.1.